This data is from Acute oral toxicity (LD50) regression data from Zhu et al.. The task is: Regression/Classification. Given a drug SMILES string, predict its toxicity properties. Task type varies by dataset: regression for continuous values (e.g., LD50, hERG inhibition percentage) or binary classification for toxic/non-toxic outcomes (e.g., AMES mutagenicity, cardiotoxicity, hepatotoxicity). Dataset: ld50_zhu. The compound is O=[N+]([O-])c1cc(Cl)c(N=Nc2ccc(N3CCS(=O)(=O)CC3)cc2)c(Cl)c1. The rat oral LD50 is 2.13, given as -log10 of the dose in mol/kg body weight (higher means more acutely toxic).